Predict the product of the given reaction. From a dataset of Forward reaction prediction with 1.9M reactions from USPTO patents (1976-2016). Given the reactants [CH:1]([C:3]1[CH:11]=[CH:10][C:6]([C:7]([OH:9])=[O:8])=[CH:5][CH:4]=1)=[O:2].CO.C([O-])([O-])=O.[Cs+].[Cs+].[CH2:20](Br)[C:21]1[CH:26]=[CH:25][CH:24]=[CH:23][CH:22]=1, predict the reaction product. The product is: [CH2:20]([O:8][C:7](=[O:9])[C:6]1[CH:10]=[CH:11][C:3]([CH:1]=[O:2])=[CH:4][CH:5]=1)[C:21]1[CH:26]=[CH:25][CH:24]=[CH:23][CH:22]=1.